From a dataset of Catalyst prediction with 721,799 reactions and 888 catalyst types from USPTO. Predict which catalyst facilitates the given reaction. (1) Reactant: [C:1]([O:5][C:6]([NH:8][C@H:9]1[CH2:13][CH2:12][N:11]([C:14]([CH:16]2[CH2:21][CH2:20][N:19](C(OCC3C=CC=CC=3)=O)[CH2:18][CH2:17]2)=[O:15])[CH2:10]1)=[O:7])([CH3:4])([CH3:3])[CH3:2]. Product: [NH:19]1[CH2:18][CH2:17][CH:16]([C:14]([N:11]2[CH2:12][CH2:13][C@H:9]([NH:8][C:6](=[O:7])[O:5][C:1]([CH3:3])([CH3:2])[CH3:4])[CH2:10]2)=[O:15])[CH2:21][CH2:20]1. The catalyst class is: 43. (2) Reactant: [CH3:1][CH:2]([O:4][C:5]1[CH:6]=[C:7]([CH:11]=[C:12]([O:14][CH2:15][C:16]2[CH:21]=[CH:20][CH:19]=[CH:18][CH:17]=2)[CH:13]=1)[C:8]([OH:10])=O)[CH3:3].C(Cl)(=O)C(Cl)=O.[NH2:28][C:29]1[S:33][N:32]=[C:31]([CH3:34])[N:30]=1.C(N(CC)CC)C. Product: [CH3:3][CH:2]([O:4][C:5]1[CH:6]=[C:7]([CH:11]=[C:12]([O:14][CH2:15][C:16]2[CH:21]=[CH:20][CH:19]=[CH:18][CH:17]=2)[CH:13]=1)[C:8]([NH:28][C:29]1[S:33][N:32]=[C:31]([CH3:34])[N:30]=1)=[O:10])[CH3:1]. The catalyst class is: 85.